Task: Regression/Classification. Given a drug SMILES string, predict its toxicity properties. Task type varies by dataset: regression for continuous values (e.g., LD50, hERG inhibition percentage) or binary classification for toxic/non-toxic outcomes (e.g., AMES mutagenicity, cardiotoxicity, hepatotoxicity). Dataset: ames.. Dataset: Ames mutagenicity test results for genotoxicity prediction (1) The molecule is CC(C)n1c(/C=C/[C@H](O)C[C@@H](O)CC(=O)O)c(-c2ccc(F)cc2)c2ccccc21. The result is 0 (non-mutagenic). (2) The compound is CCn1c2ccccc2c2cc(N)ccc21. The result is 1 (mutagenic). (3) The compound is Oc1ccc(Cl)c(Cl)c1. The result is 0 (non-mutagenic). (4) The drug is Clc1ccc2ccccc2n1. The result is 0 (non-mutagenic). (5) The drug is CC(=O)Oc1ccc2c(CBr)cc(=O)oc2c1. The result is 0 (non-mutagenic). (6) The drug is O=C(O)c1ccc(Cl)cc1. The result is 0 (non-mutagenic). (7) The compound is c1csc(-c2nc(N3CCOCC3)c3ccccc3n2)c1. The result is 1 (mutagenic). (8) The molecule is O=[N+]([O-])/C=C/c1ccccc1. The result is 1 (mutagenic). (9) The result is 0 (non-mutagenic). The drug is CC[C@@]1(CC(=O)O)OCCc2c1n(C)c1ccccc21.